This data is from Experimentally validated miRNA-target interactions with 360,000+ pairs, plus equal number of negative samples. The task is: Binary Classification. Given a miRNA mature sequence and a target amino acid sequence, predict their likelihood of interaction. (1) The miRNA is mmu-miR-27a-5p with sequence AGGGCUUAGCUGCUUGUGAGCA. The protein sequence of the target gene is MRRQVMAALVVSGAAEQGGRDGPGRGRAPRGRVANQIPPEILKNPQLQAAIRVLPSNYNFEIPKTIWRIQQAQAKKVALQMPEGLLLFACTIVDILERFTEAEVMVMGDVTYGACCVDDFTARALGADFLVHYGHSCLIPMDTSAQDFRVLYVFVDIRIDTTHLLDSLRLTFPPATALALVSTIQFVSTLQAAAQELKAEYRVSVPQCKPLSPGEILGCTSPRLSKEVEAVVYLGDGRFHLESVMIANPNVPAYRYDPYSKVLSREHYDHQRMQAARQEAIATARSAKSWGLILGTLGRQ.... Result: 0 (no interaction). (2) The miRNA is hsa-miR-6884-5p with sequence AGAGGCUGAGAAGGUGAUGUUG. The protein sequence of the target gene is MYPASPPAGPALHPVPHRARLPQPRCLAEPPRSPAPGPGSTARPPPPPAPGPRPRVAVKMTFRKAYSIKDKLQAIERVKGGERQASVCRDFGVPGGTLRGWLKDEPKLRWFLDQLGGEVGTQRKKMRLANEEEIDRAVYSWFLTLRQHGVPLSGPVIQAQAEAFARQIYGPECTFKASHGWFWRWQKRHGISSQRIYGEAESPVAGPAPVKEEPAQSPGAVLVPDGAPATLPHSEGGYGDEQIYNANVTGLYWRLLPEQASTPGTGDSKEPGGCSRRWRSDRVTVLLAANLTGSHKLKPL.... Result: 0 (no interaction).